From a dataset of Catalyst prediction with 721,799 reactions and 888 catalyst types from USPTO. Predict which catalyst facilitates the given reaction. (1) Reactant: C[O:2][C:3](=[O:26])[CH2:4][CH2:5][CH2:6][S:7][CH2:8][CH2:9][N:10]1[C:15](=[O:16])[CH2:14][CH2:13][CH2:12][C@@H:11]1/[CH:17]=[CH:18]/[C@@H:19]([OH:25])[CH2:20][CH2:21][CH:22]1[CH2:24][CH2:23]1.[OH-].[Na+]. Product: [CH:22]1([CH2:21][CH2:20][C@H:19]([OH:25])/[CH:18]=[CH:17]/[C@H:11]2[CH2:12][CH2:13][CH2:14][C:15](=[O:16])[N:10]2[CH2:9][CH2:8][S:7][CH2:6][CH2:5][CH2:4][C:3]([OH:26])=[O:2])[CH2:23][CH2:24]1. The catalyst class is: 5. (2) Reactant: [CH2:1]([C@@H:9]1[NH:13][C:12](=[O:14])[NH:11][C:10]1=[O:15])[CH2:2][C:3]1[CH:8]=[CH:7][CH:6]=[CH:5][CH:4]=1.[O:16]([C:18]1[CH:25]=[CH:24][C:21]([CH2:22]Cl)=[CH:20][CH:19]=1)[CH3:17]. Product: [CH3:17][O:16][C:18]1[CH:25]=[CH:24][C:21]([CH2:22][N:11]2[C:10](=[O:15])[CH:9]([CH2:1][CH2:2][C:3]3[CH:4]=[CH:5][CH:6]=[CH:7][CH:8]=3)[NH:13][C:12]2=[O:14])=[CH:20][CH:19]=1. The catalyst class is: 3. (3) Reactant: [CH:1]1([NH:5][C:6]2[CH:14]=[C:13]([F:15])[C:12]([F:16])=[CH:11][C:7]=2[C:8]([OH:10])=O)[CH2:4][CH2:3][CH2:2]1.[CH3:17][C:18]([NH2:22])([C:20]#[CH:21])[CH3:19].CCN=C=NCCCN(C)C.CCN(C(C)C)C(C)C.C1C=CC2N(O)N=NC=2C=1. Product: [CH:1]1([NH:5][C:6]2[CH:14]=[C:13]([F:15])[C:12]([F:16])=[CH:11][C:7]=2[C:8]([NH:22][C:18]([CH3:19])([C:20]#[CH:21])[CH3:17])=[O:10])[CH2:2][CH2:3][CH2:4]1. The catalyst class is: 2. (4) Reactant: [C:1]([CH:4]([CH2:9][CH2:10][CH2:11][CH:12]=[CH2:13])[C:5]([O:7][CH3:8])=[O:6])(=[O:3])[CH3:2].[BH4-].[Na+]. Product: [OH:3][CH:1]([CH:4]([CH2:9][CH2:10][CH2:11][CH:12]=[CH2:13])[C:5]([O:7][CH3:8])=[O:6])[CH3:2]. The catalyst class is: 5. (5) Reactant: [F:1][C:2]1[CH:7]=[C:6]([F:8])[CH:5]=[CH:4][C:3]=1[OH:9].[H-].[Na+].[CH3:12][O:13][C:14](=[O:25])[C:15]1[C:20]([N+:21]([O-:23])=[O:22])=[CH:19][N:18]=[C:17](Cl)[CH:16]=1.CCOC(C)=O. Product: [CH3:12][O:13][C:14](=[O:25])[C:15]1[C:20]([N+:21]([O-:23])=[O:22])=[CH:19][N:18]=[C:17]([O:9][C:3]2[CH:4]=[CH:5][C:6]([F:8])=[CH:7][C:2]=2[F:1])[CH:16]=1. The catalyst class is: 20. (6) Reactant: [Br:1][C:2]1[CH:13]=[CH:12][C:5]([C:6](N(OC)C)=[O:7])=[C:4]([CH3:14])[CH:3]=1.[CH3:15][Mg]Cl.[Cl-].[NH4+]. The catalyst class is: 7. Product: [Br:1][C:2]1[CH:13]=[CH:12][C:5]([C:6](=[O:7])[CH3:15])=[C:4]([CH3:14])[CH:3]=1. (7) Reactant: [NH2:1][C:2]1[O:3][C:4]([CH3:7])=[CH:5][N:6]=1.[Br:8][CH2:9][C:10]([C:12]1[CH:17]=[CH:16][C:15]([F:18])=[CH:14][CH:13]=1)=[O:11]. Product: [BrH:8].[F:18][C:15]1[CH:16]=[CH:17][C:12]([C:10](=[O:11])[CH2:9][N:6]2[CH:5]=[C:4]([CH3:7])[O:3][C:2]2=[NH:1])=[CH:13][CH:14]=1. The catalyst class is: 2.